Regression/Classification. Given a drug SMILES string, predict its absorption, distribution, metabolism, or excretion properties. Task type varies by dataset: regression for continuous measurements (e.g., permeability, clearance, half-life) or binary classification for categorical outcomes (e.g., BBB penetration, CYP inhibition). Dataset: cyp1a2_veith. From a dataset of CYP1A2 inhibition data for predicting drug metabolism from PubChem BioAssay. (1) The drug is C[C@H](O)Cn1cnc2c1c(=O)n(C)c(=O)n2C. The result is 0 (non-inhibitor). (2) The compound is O=C(c1cccc(F)c1)N1CCC2(CCCN(Cc3ccccc3)C2)CC1. The result is 0 (non-inhibitor). (3) The molecule is COC(OC)[C@@H](C)[C@H](OC)[C@@H](C)[C@H](OC)c1ccccc1. The result is 0 (non-inhibitor). (4) The compound is Fc1ccccc1OCCCCSc1ncccn1. The result is 1 (inhibitor). (5) The result is 0 (non-inhibitor). The molecule is COCC(=O)N1CCC2(CCCN(Cc3ccc(C#N)cc3)C2)CC1. (6) The compound is CCCc1nnc(NC(=O)Cn2cnc3ccccc3c2=O)s1. The result is 0 (non-inhibitor).